Dataset: Peptide-MHC class I binding affinity with 185,985 pairs from IEDB/IMGT. Task: Regression. Given a peptide amino acid sequence and an MHC pseudo amino acid sequence, predict their binding affinity value. This is MHC class I binding data. (1) The MHC is HLA-B15:17 with pseudo-sequence HLA-B15:17. The peptide sequence is AVFLSYIGY. The binding affinity (normalized) is 0.468. (2) The peptide sequence is ITPDVIINS. The MHC is Mamu-A01 with pseudo-sequence Mamu-A01. The binding affinity (normalized) is 1.00.